Dataset: Reaction yield outcomes from USPTO patents with 853,638 reactions. Task: Predict the reaction yield, written as a fraction of the theoretical maximum amount of product (1.0 means a 100% yield; for example, 0.34 means a 34% yield). (1) The reactants are [CH:1]([C:3]1[CH:11]=[CH:10][CH:9]=[CH:8][C:4]=1[C:5]([OH:7])=[O:6])=[O:2].[CH3:12][C:13](=[CH:15][CH2:16][CH2:17][CH:18]([CH2:20][CH2:21]O)[CH3:19])[CH3:14].C1(N=C=NC2CCCCC2)CCCCC1. The product is [CH:1]([C:3]1[CH:11]=[CH:10][CH:9]=[CH:8][C:4]=1[C:5]([O:7][CH2:21][CH2:20][CH:18]([CH3:19])[CH2:17][CH2:16][CH:15]=[C:13]([CH3:14])[CH3:12])=[O:6])=[O:2]. The catalyst is ClCCl. The yield is 0.160. (2) The reactants are [NH2:1][C:2]1[C:11]2[C:6](=[C:7](Br)[CH:8]=[CH:9][CH:10]=2)[N:5]=[N:4][C:3]=1[C:13]([NH:15][CH2:16][CH2:17][CH3:18])=[O:14].[F:19][C:20]1[CH:21]=[C:22](B(O)O)[CH:23]=[N:24][C:25]=1[O:26][CH3:27]. No catalyst specified. The product is [NH2:1][C:2]1[C:11]2[C:6](=[C:7]([C:22]3[CH:23]=[N:24][C:25]([O:26][CH3:27])=[C:20]([F:19])[CH:21]=3)[CH:8]=[CH:9][CH:10]=2)[N:5]=[N:4][C:3]=1[C:13]([NH:15][CH2:16][CH2:17][CH3:18])=[O:14]. The yield is 0.480. (3) The reactants are [Br:1][C:2]1[C:3]([C:8]2[NH:12][CH:11]=[N:10][N:9]=2)=[C:4]([NH2:7])[S:5][CH:6]=1.[CH:13]1[C:22]2[C:17](=[CH:18][CH:19]=[CH:20][CH:21]=2)[C:16]([CH2:23][C:24](O)=[O:25])=[CH:15][N:14]=1.CCN(C(C)C)C(C)C.CN(C(ON1N=NC2C=CC=CC1=2)=[N+](C)C)C.F[P-](F)(F)(F)(F)F. The catalyst is C(Cl)Cl. The product is [Br:1][C:2]1[C:3]([C:8]2[NH:12][CH:11]=[N:10][N:9]=2)=[C:4]([NH:7][C:24](=[O:25])[CH2:23][C:16]2[C:17]3[C:22](=[CH:21][CH:20]=[CH:19][CH:18]=3)[CH:13]=[N:14][CH:15]=2)[S:5][CH:6]=1. The yield is 0.150. (4) The reactants are [CH2:1]([N:8]1[C:13](=[O:14])[CH:12]=[C:11]([CH3:15])[NH:10][C:9]1=[O:16])[C:2]1[CH:7]=[CH:6][CH:5]=[CH:4][CH:3]=1.C(O)(=[O:19])C. No catalyst specified. The product is [CH2:1]([N:8]1[C:13](=[O:14])[CH:12]=[C:11]([CH:15]=[O:19])[NH:10][C:9]1=[O:16])[C:2]1[CH:3]=[CH:4][CH:5]=[CH:6][CH:7]=1. The yield is 0.395. (5) The reactants are [N+:1]([C:4]1[CH:5]=[C:6]([CH:26]=[CH:27][CH:28]=1)[CH2:7][NH:8][C:9]([C:11]1[CH:12]=[C:13]([C:20]2[CH:25]=[CH:24][CH:23]=[CH:22][CH:21]=2)[C:14]([F:19])=[CH:15][C:16]=1[O:17]C)=[O:10])([O-:3])=[O:2].B(Br)(Br)Br. The catalyst is ClCCl. The product is [N+:1]([C:4]1[CH:5]=[C:6]([CH:26]=[CH:27][CH:28]=1)[CH2:7][NH:8][C:9]([C:11]1[CH:12]=[C:13]([C:20]2[CH:25]=[CH:24][CH:23]=[CH:22][CH:21]=2)[C:14]([F:19])=[CH:15][C:16]=1[OH:17])=[O:10])([O-:3])=[O:2]. The yield is 1.00. (6) The reactants are [CH2:1]([O:3][C:4]([C:6]1[N:7]=[N:8][C:9]([Cl:13])=[CH:10][C:11]=1Cl)=[O:5])[CH3:2].[CH3:14][C:15]1[N:20]=[C:19]([NH2:21])[CH:18]=[CH:17][CH:16]=1. The catalyst is C(#N)C. The product is [CH2:1]([O:3][C:4]([C:6]1[N:7]=[N:8][C:9]([Cl:13])=[CH:10][C:11]=1[NH:21][C:19]1[CH:18]=[CH:17][CH:16]=[C:15]([CH3:14])[N:20]=1)=[O:5])[CH3:2]. The yield is 0.360. (7) The reactants are [CH2:1]([O:3][C:4]([C:6]1[CH:10]=[C:9]([C:11]2[CH:16]=[CH:15][N:14]=[C:13]([NH:17][C:18]3[CH:23]=[CH:22][C:21]([N:24]4[CH2:29][CH2:28][N:27]([CH3:30])[CH2:26][CH2:25]4)=[CH:20][C:19]=3[O:31][CH3:32])[N:12]=2)[NH:8][CH:7]=1)=[O:5])[CH3:2].[H-].[Na+].[CH3:35]I. The catalyst is O1CCCC1.CS(C)=O. The product is [CH2:1]([O:3][C:4]([C:6]1[CH:10]=[C:9]([C:11]2[CH:16]=[CH:15][N:14]=[C:13]([NH:17][C:18]3[CH:23]=[CH:22][C:21]([N:24]4[CH2:25][CH2:26][N:27]([CH3:30])[CH2:28][CH2:29]4)=[CH:20][C:19]=3[O:31][CH3:32])[N:12]=2)[N:8]([CH3:35])[CH:7]=1)=[O:5])[CH3:2]. The yield is 0.740. (8) The reactants are [CH3:1][O:2][C:3](=[O:22])[C:4]1[CH:9]=[C:8]([N+:10]([O-])=O)[C:7]([NH2:13])=[C:6]([F:14])[C:5]=1[NH:15][C:16]1[CH:21]=[CH:20][CH:19]=[CH:18][CH:17]=1.C([O-])=O.[NH4+]. The catalyst is C(O)C.[OH-].[OH-].[Pd+2]. The product is [CH3:1][O:2][C:3](=[O:22])[C:4]1[CH:9]=[C:8]([NH2:10])[C:7]([NH2:13])=[C:6]([F:14])[C:5]=1[NH:15][C:16]1[CH:17]=[CH:18][CH:19]=[CH:20][CH:21]=1. The yield is 0.930. (9) The reactants are [Cl:1][C:2]1[CH:10]=[CH:9][C:5]([C:6]([OH:8])=O)=[C:4]([NH:11][C:12]2[C:17]([Cl:18])=[CH:16][N:15]=[C:14]([NH:19][C:20]3[N:24]([CH:25]([CH3:27])[CH3:26])[N:23]=[C:22]([CH3:28])[CH:21]=3)[CH:13]=2)[CH:3]=1.C1C=CC2[N:37]([OH:38])N=NC=2C=1.[CH2:39](Cl)CCl.CCN(C(C)C)C(C)C. The catalyst is CN(C)C=O.C(O)(=O)C.O. The product is [Cl:1][C:2]1[CH:10]=[CH:9][C:5]([C:6]([NH:37][O:38][CH3:39])=[O:8])=[C:4]([NH:11][C:12]2[C:17]([Cl:18])=[CH:16][N:15]=[C:14]([NH:19][C:20]3[N:24]([CH:25]([CH3:27])[CH3:26])[N:23]=[C:22]([CH3:28])[CH:21]=3)[CH:13]=2)[CH:3]=1. The yield is 0.291.